Dataset: Catalyst prediction with 721,799 reactions and 888 catalyst types from USPTO. Task: Predict which catalyst facilitates the given reaction. (1) Reactant: [OH:1][C@@H:2]1[C@@H:7]2[CH2:8][C@@H:4]([C:5](=[O:18])[N:6]2[CH2:9][C:10]2[CH:15]=[CH:14][C:13]([O:16][CH3:17])=[CH:12][CH:11]=2)[CH2:3]1.[H-].[Na+].[CH3:21]I. Product: [CH3:21][O:1][C@@H:2]1[C@@H:7]2[CH2:8][C@@H:4]([C:5](=[O:18])[N:6]2[CH2:9][C:10]2[CH:15]=[CH:14][C:13]([O:16][CH3:17])=[CH:12][CH:11]=2)[CH2:3]1. The catalyst class is: 1. (2) Reactant: CO[C:3]([O:8][CH3:9])(OC)OC.C(O)(=O)C.[C:14]1([S:20]([NH:23][C:24](=[O:46])[C:25]2[CH:30]=[CH:29][C:28]([NH2:31])=[C:27]([NH:32][CH2:33][C:34]3[CH:39]=[CH:38][C:37]([C:40]4[CH:45]=[CH:44][CH:43]=[CH:42][CH:41]=4)=[CH:36][CH:35]=3)[CH:26]=2)(=[O:22])=[O:21])[CH:19]=[CH:18][CH:17]=[CH:16][CH:15]=1. Product: [C:14]1([S:20]([NH:23][C:24]([C:25]2[CH:30]=[CH:29][C:28]3[N:31]=[C:3]([O:8][CH3:9])[N:32]([CH2:33][C:34]4[CH:39]=[CH:38][C:37]([C:40]5[CH:41]=[CH:42][CH:43]=[CH:44][CH:45]=5)=[CH:36][CH:35]=4)[C:27]=3[CH:26]=2)=[O:46])(=[O:22])=[O:21])[CH:15]=[CH:16][CH:17]=[CH:18][CH:19]=1. The catalyst class is: 5. (3) Reactant: [N:1]([C:4]1([CH3:20])[CH2:8][CH2:7][CH2:6][CH:5]1[NH:9][S:10]([C:13]1[CH:18]=[CH:17][C:16]([CH3:19])=[CH:15][CH:14]=1)(=[O:12])=[O:11])=[N+]=[N-].[H][H]. Product: [NH2:1][C:4]1([CH3:20])[CH2:8][CH2:7][CH2:6][CH:5]1[NH:9][S:10]([C:13]1[CH:14]=[CH:15][C:16]([CH3:19])=[CH:17][CH:18]=1)(=[O:12])=[O:11]. The catalyst class is: 19. (4) Reactant: [Cl:1][C:2]1[CH:3]=[C:4]([N:9]2[C:14](=[O:15])[C:13]([C:16]3[CH:21]=[CH:20][C:19]([F:22])=[CH:18][CH:17]=3)=[C:12]([C:23]3[CH:28]=[CH:27][C:26]([S:29](C)(=[O:31])=[O:30])=[CH:25][CH:24]=3)[CH:11]=[N:10]2)[CH:5]=[CH:6][C:7]=1[F:8].[NH3:33]. The catalyst class is: 6. Product: [Cl:1][C:2]1[CH:3]=[C:4]([N:9]2[C:14](=[O:15])[C:13]([C:16]3[CH:21]=[CH:20][C:19]([F:22])=[CH:18][CH:17]=3)=[C:12]([C:23]3[CH:28]=[CH:27][C:26]([S:29]([NH2:33])(=[O:31])=[O:30])=[CH:25][CH:24]=3)[CH:11]=[N:10]2)[CH:5]=[CH:6][C:7]=1[F:8].